Dataset: Full USPTO retrosynthesis dataset with 1.9M reactions from patents (1976-2016). Task: Predict the reactants needed to synthesize the given product. (1) Given the product [CH3:1][N:2]1[CH:6]=[C:5]([C:17]2[CH:18]=[C:19]([NH2:20])[CH:21]=[CH:22][CH:23]=2)[CH:4]=[N:3]1, predict the reactants needed to synthesize it. The reactants are: [CH3:1][N:2]1[CH:6]=[C:5](B2OC(C)(C)C(C)(C)O2)[CH:4]=[N:3]1.Br[C:17]1[CH:18]=[C:19]([CH:21]=[CH:22][CH:23]=1)[NH2:20].[O-]P([O-])([O-])=O.[K+].[K+].[K+].C1(P(C2CCCCC2)C2CCCCC2)CCCCC1. (2) The reactants are: C1C=C[NH+]=CC=1.[O-][Cr](Cl)(=O)=O.[OH:12][CH2:13][C:14]1[CH:15]=[C:16]([C:20]2[NH:24][C:23](=[O:25])[O:22][N:21]=2)[CH:17]=[CH:18][CH:19]=1.ClCCl. Given the product [O:25]=[C:23]1[O:22][N:21]=[C:20]([C:16]2[CH:15]=[C:14]([CH:19]=[CH:18][CH:17]=2)[CH:13]=[O:12])[NH:24]1, predict the reactants needed to synthesize it. (3) The reactants are: [C:1]([O:5][C:6]([N:8]1[CH2:13][CH2:12][N:11]([C:14]2[CH:22]=[CH:21][CH:20]=[C:19]3[C:15]=2[CH:16]=[CH:17][NH:18]3)[CH2:10][CH2:9]1)=[O:7])([CH3:4])([CH3:3])[CH3:2].C([Li])CCC.[Br:28]N1C(=O)CCC1=O. Given the product [C:1]([O:5][C:6]([N:8]1[CH2:13][CH2:12][N:11]([C:14]2[CH:22]=[CH:21][CH:20]=[C:19]3[C:15]=2[C:16]([Br:28])=[CH:17][NH:18]3)[CH2:10][CH2:9]1)=[O:7])([CH3:4])([CH3:2])[CH3:3], predict the reactants needed to synthesize it. (4) Given the product [CH3:24][N:8]([C:6]1[CH:5]=[CH:4][N:3]=[C:2]([C:26]2[S:25][CH:29]=[CH:28][CH:27]=2)[N:7]=1)[C:9]1[CH:14]=[CH:13][N:12]=[C:11]([NH:15][CH2:16][CH2:17][C:18]2[CH:19]=[N:20][CH:21]=[CH:22][CH:23]=2)[N:10]=1, predict the reactants needed to synthesize it. The reactants are: Cl[C:2]1[N:7]=[C:6]([N:8]([CH3:24])[C:9]2[CH:14]=[CH:13][N:12]=[C:11]([NH:15][CH2:16][CH2:17][C:18]3[CH:19]=[N:20][CH:21]=[CH:22][CH:23]=3)[N:10]=2)[CH:5]=[CH:4][N:3]=1.[S:25]1[CH:29]=[CH:28][CH:27]=[C:26]1B(O)O.C(=O)([O-])[O-].[Na+].[Na+].CCO. (5) Given the product [CH3:19][O:20][CH:21]([O:30][CH3:31])[C:22]1[CH:23]=[CH:24][C:25](/[CH:28]=[CH:9]/[C:10]([O:12][C:13]([CH3:14])([CH3:15])[CH3:16])=[O:11])=[N:26][CH:27]=1, predict the reactants needed to synthesize it. The reactants are: C(OP([CH2:9][C:10]([O:12][C:13]([CH3:16])([CH3:15])[CH3:14])=[O:11])(OCC)=O)C.[H-].[Na+].[CH3:19][O:20][CH:21]([O:30][CH3:31])[C:22]1[CH:23]=[CH:24][C:25]([CH:28]=O)=[N:26][CH:27]=1.